The task is: Predict the reaction yield, written as a fraction of the theoretical maximum amount of product (1.0 means a 100% yield; for example, 0.34 means a 34% yield).. This data is from Reaction yield outcomes from USPTO patents with 853,638 reactions. The product is [Cl:33][C:34]1[CH:35]=[C:36]([CH:39]=[CH:40][CH:41]=1)[CH2:37][C:2]1[CH:3]=[C:4]([CH:7]=[O:8])[O:5][CH:6]=1. The reactants are Br[C:2]1[CH:3]=[C:4]([CH:7]=[O:8])[O:5][CH:6]=1.F[B-](F)(F)F.C([PH+](C(C)(C)C)C(C)(C)C)(C)(C)C.C1COCC1.[Cl-].[Cl:33][C:34]1[CH:35]=[C:36]([CH:39]=[CH:40][CH:41]=1)[CH2:37][Zn+]. The yield is 0.200. The catalyst is CCOC(C)=O.C1C=CC(/C=C/C(/C=C/C2C=CC=CC=2)=O)=CC=1.C1C=CC(/C=C/C(/C=C/C2C=CC=CC=2)=O)=CC=1.C1C=CC(/C=C/C(/C=C/C2C=CC=CC=2)=O)=CC=1.[Pd].[Pd].